From a dataset of Reaction yield outcomes from USPTO patents with 853,638 reactions. Predict the reaction yield, written as a fraction of the theoretical maximum amount of product (1.0 means a 100% yield; for example, 0.34 means a 34% yield). The reactants are [C:1]1([CH:7]([C:29]2[CH:34]=[CH:33][CH:32]=[CH:31][CH:30]=2)[N:8]2[C:16]3[C:11](=[CH:12][CH:13]=[CH:14][CH:15]=3)[C:10]([C:18]3[CH:23]=[C:22]([O:24][CH3:25])[C:21]([F:26])=[CH:20][C:19]=3[OH:27])(O)[C:9]2=[O:28])[CH:6]=[CH:5][CH:4]=[CH:3][CH:2]=1.C(N(CC)CC)C.S(Cl)(Cl)=O.C(O)(=O)C. The catalyst is ClC(Cl)C.[Zn]. The product is [C:29]1([CH:7]([C:1]2[CH:6]=[CH:5][CH:4]=[CH:3][CH:2]=2)[N:8]2[C:16]3[C:11](=[CH:12][CH:13]=[CH:14][CH:15]=3)[CH:10]([C:18]3[CH:23]=[C:22]([O:24][CH3:25])[C:21]([F:26])=[CH:20][C:19]=3[OH:27])[C:9]2=[O:28])[CH:30]=[CH:31][CH:32]=[CH:33][CH:34]=1. The yield is 0.170.